Dataset: Forward reaction prediction with 1.9M reactions from USPTO patents (1976-2016). Task: Predict the product of the given reaction. (1) Given the reactants FC1C=C(B(O)O)C(OC)=NC=1.[CH3:13][O:14][C:15]1[C:20](B(O)O)=[CH:19][CH:18]=[C:17]([O:24]C)[N:16]=1, predict the reaction product. The product is: [CH3:13][O:14][C:15]1[NH:16][C:17](=[O:24])[CH:18]=[CH:19][CH:20]=1. (2) Given the reactants [N:1]#[C:2][C@@H:3]([C:5]([O:7][CH2:8][CH3:9])=[O:6])[NH2:4].[CH:10](OC(=O)C)=[O:11], predict the reaction product. The product is: [CH:10]([NH:4][C@H:3]([C:5]([O:7][CH2:8][CH3:9])=[O:6])[C:2]#[N:1])=[O:11]. (3) The product is: [Cl:1][C:2]1[N:7]=[CH:6][C:5]2[C:8]([N:15]3[CH2:19][CH2:18][NH:17][C:16]3=[O:20])=[N:9][N:10]([CH:11]([CH3:13])[CH3:12])[C:4]=2[CH:3]=1. Given the reactants [Cl:1][C:2]1[N:7]=[CH:6][C:5]2[C:8](I)=[N:9][N:10]([CH:11]([CH3:13])[CH3:12])[C:4]=2[CH:3]=1.[NH:15]1[CH2:19][CH2:18][NH:17][C:16]1=[O:20].C1(P(C2C=CC=CC=2)C2C3OC4C(=CC=CC=4P(C4C=CC=CC=4)C4C=CC=CC=4)C(C)(C)C=3C=CC=2)C=CC=CC=1.C(=O)([O-])[O-].[Cs+].[Cs+], predict the reaction product. (4) Given the reactants [F:1][C:2]([F:9])([F:8])[C:3]1[CH:7]=[CH:6][NH:5][N:4]=1.[N+]([O-])([O-])=O.[NH4+].[Ce].[Ce].[I:17]I, predict the reaction product. The product is: [I:17][C:7]1[C:3]([C:2]([F:9])([F:8])[F:1])=[N:4][NH:5][CH:6]=1.